Dataset: Catalyst prediction with 721,799 reactions and 888 catalyst types from USPTO. Task: Predict which catalyst facilitates the given reaction. (1) Reactant: [CH3:1][O:2][C:3](=[O:37])[C:4]1[CH:9]=[C:8]([O:10][C:11]2[CH:16]=[CH:15][C:14]([NH2:17])=[C:13]([NH:18][CH2:19][C:20]3[CH:25]=[CH:24][CH:23]=[CH:22][CH:21]=3)[CH:12]=2)[CH:7]=[CH:6][C:5]=1[NH:26][S:27]([C:30]1[CH:35]=[CH:34][C:33]([CH3:36])=[CH:32][CH:31]=1)(=[O:29])=[O:28].[S:38](Cl)([C:41]1[CH:47]=[CH:46][C:44]([CH3:45])=[CH:43][CH:42]=1)(=[O:40])=[O:39].N1C=CC=CC=1. Product: [CH3:1][O:2][C:3](=[O:37])[C:4]1[CH:9]=[C:8]([O:10][C:11]2[CH:16]=[CH:15][C:14]([NH:17][S:38]([C:41]3[CH:47]=[CH:46][C:44]([CH3:45])=[CH:43][CH:42]=3)(=[O:40])=[O:39])=[C:13]([NH:18][CH2:19][C:20]3[CH:25]=[CH:24][CH:23]=[CH:22][CH:21]=3)[CH:12]=2)[CH:7]=[CH:6][C:5]=1[NH:26][S:27]([C:30]1[CH:31]=[CH:32][C:33]([CH3:36])=[CH:34][CH:35]=1)(=[O:29])=[O:28]. The catalyst class is: 2. (2) Reactant: [CH3:1][O:2][C:3]1[CH:4]=[C:5]([CH2:19][NH2:20])[CH:6]=[CH:7][C:8]=1[O:9][CH2:10][C:11]1[CH:12]=[N:13][C:14]([O:17][CH3:18])=[CH:15][CH:16]=1.F[C:22]1[CH:27]=[CH:26][C:25]([I:28])=[CH:24][C:23]=1[N+:29]([O-:31])=[O:30].C(N(C(C)C)CC)(C)C.O. Product: [I:28][C:25]1[CH:26]=[CH:27][C:22]([NH:20][CH2:19][C:5]2[CH:6]=[CH:7][C:8]([O:9][CH2:10][C:11]3[CH:12]=[N:13][C:14]([O:17][CH3:18])=[CH:15][CH:16]=3)=[C:3]([O:2][CH3:1])[CH:4]=2)=[C:23]([N+:29]([O-:31])=[O:30])[CH:24]=1. The catalyst class is: 10. (3) Reactant: C([O:4][CH2:5][C:6]1[C:7]([N:27]2[CH2:32][CH2:31][N:30]3[C:33]4[CH2:38][C:37]([CH3:40])([CH3:39])[CH2:36][C:34]=4[CH:35]=[C:29]3[C:28]2=[O:41])=[N:8][CH:9]=[CH:10][C:11]=1[C:12]1[CH:17]=[CH:16][N:15]=[C:14]2[NH:18][C:19]([C:21]3[CH:22]=[N:23][N:24]([CH3:26])[CH:25]=3)=[N:20][C:13]=12)(=O)C.[OH-].[Na+]. Product: [OH:4][CH2:5][C:6]1[C:7]([N:27]2[CH2:32][CH2:31][N:30]3[C:33]4[CH2:38][C:37]([CH3:39])([CH3:40])[CH2:36][C:34]=4[CH:35]=[C:29]3[C:28]2=[O:41])=[N:8][CH:9]=[CH:10][C:11]=1[C:12]1[CH:17]=[CH:16][N:15]=[C:14]2[NH:18][C:19]([C:21]3[CH:22]=[N:23][N:24]([CH3:26])[CH:25]=3)=[N:20][C:13]=12. The catalyst class is: 20. (4) Reactant: [NH2:1][C:2]1[CH:3]=[C:4]([CH:32]=[C:33]([CH3:36])[C:34]=1[NH2:35])[O:5][C:6]1[N:11]=[CH:10][N:9]=[C:8]([N:12]2[CH2:17][CH2:16][CH:15]([N:18]3[CH2:24][CH2:23][C:22]4[CH:25]=[C:26]([O:29][CH3:30])[CH:27]=[CH:28][C:21]=4[NH:20][C:19]3=[O:31])[CH2:14][CH2:13]2)[CH:7]=1.[F:37][C:38]([F:44])([F:43])[CH2:39][C:40](O)=O.CN(C(ON1N=NC2C=CC=CC1=2)=[N+](C)C)C.[B-](F)(F)(F)F.C(O)(=O)C. Product: [CH3:30][O:29][C:26]1[CH:27]=[CH:28][C:21]2[NH:20][C:19](=[O:31])[N:18]([CH:15]3[CH2:14][CH2:13][N:12]([C:8]4[CH:7]=[C:6]([O:5][C:4]5[CH:32]=[C:33]([CH3:36])[C:34]6[N:35]=[C:40]([CH2:39][C:38]([F:44])([F:43])[F:37])[NH:1][C:2]=6[CH:3]=5)[N:11]=[CH:10][N:9]=4)[CH2:17][CH2:16]3)[CH2:24][CH2:23][C:22]=2[CH:25]=1. The catalyst class is: 3. (5) Reactant: [CH2:1]([O:3][C:4](=[O:18])[C:5]([O:8][C:9]1[CH:14]=[CH:13][C:12]([Cl:15])=[CH:11][C:10]=1[CH:16]=O)([CH3:7])[CH3:6])[CH3:2].[Cl:19][C:20]1[CH:28]=[C:27]2[C:23]([CH2:24][C:25](=[O:29])[NH:26]2)=[CH:22][CH:21]=1.N1CCCC1. Product: [CH2:1]([O:3][C:4](=[O:18])[C:5]([O:8][C:9]1[CH:14]=[CH:13][C:12]([Cl:15])=[CH:11][C:10]=1/[CH:16]=[C:24]1\[C:25](=[O:29])[NH:26][C:27]2[C:23]\1=[CH:22][CH:21]=[C:20]([Cl:19])[CH:28]=2)([CH3:7])[CH3:6])[CH3:2]. The catalyst class is: 5. (6) Reactant: [CH2:1]([C:4]1[NH:5][C:6]2[C:11]([CH:12]=1)=[C:10]([C:13]([F:16])([F:15])[F:14])[C:9]([C:17]#[N:18])=[CH:8][CH:7]=2)[CH2:2][CH3:3].C([O-])([O-])=O.[Cs+].[Cs+].Br[CH2:26][C:27]1[O:28][C:29]([C:32]([F:35])([F:34])[F:33])=[CH:30][CH:31]=1. Product: [CH2:1]([C:4]1[N:5]([CH2:26][C:27]2[O:28][C:29]([C:32]([F:35])([F:34])[F:33])=[CH:30][CH:31]=2)[C:6]2[C:11]([CH:12]=1)=[C:10]([C:13]([F:15])([F:16])[F:14])[C:9]([C:17]#[N:18])=[CH:8][CH:7]=2)[CH2:2][CH3:3]. The catalyst class is: 10.